From a dataset of Reaction yield outcomes from USPTO patents with 853,638 reactions. Predict the reaction yield, written as a fraction of the theoretical maximum amount of product (1.0 means a 100% yield; for example, 0.34 means a 34% yield). (1) The reactants are [C:1]([CH2:4][C@H:5]1[CH2:16][CH2:15][C:14]2[S:13][C:12]3[N:11]=[CH:10][N:9]=[C:8]([O:17][CH:18]4[CH2:23][CH2:22][CH:21]([N:24]([CH2:32][CH3:33])C(=O)OC(C)(C)C)[CH2:20][CH2:19]4)[C:7]=3[C:6]1=2)(=[O:3])[NH2:2].Cl. The catalyst is ClCCl. The product is [CH2:32]([NH:24][CH:21]1[CH2:22][CH2:23][CH:18]([O:17][C:8]2[C:7]3[C:6]4[C@@H:5]([CH2:4][C:1]([NH2:2])=[O:3])[CH2:16][CH2:15][C:14]=4[S:13][C:12]=3[N:11]=[CH:10][N:9]=2)[CH2:19][CH2:20]1)[CH3:33]. The yield is 0.630. (2) The reactants are [Cl:1][C:2]1[CH:7]=[CH:6][C:5]([CH:8]2[C:13]3[N:14]=[C:15]([C:17]4[C:18]([CH3:26])=[N:19][N:20]5[CH:25]=[CH:24][CH:23]=[CH:22][C:21]=45)[S:16][C:12]=3[CH2:11][CH2:10][CH2:9]2)=[CH:4][CH:3]=1.[O:27]1CCOCC1.C(#N)C.S(OOS([O-])(=O)=O)([O-])(=O)=O.[K+].[K+]. The catalyst is O.O.O.O.O.O.S([O-])([O-])(=O)=O.[Cu+2]. The product is [Cl:1][C:2]1[CH:7]=[CH:6][C:5]([CH:8]2[C:13]3[N:14]=[C:15]([C:17]4[C:18]([CH3:26])=[N:19][N:20]5[CH:25]=[CH:24][CH:23]=[CH:22][C:21]=45)[S:16][C:12]=3[C:11](=[O:27])[CH2:10][CH2:9]2)=[CH:4][CH:3]=1. The yield is 0.400. (3) The catalyst is C1COCC1. The yield is 0.740. The reactants are [Br-].[CH2:2]([P+](C1C=CC=CC=1)(C1C=CC=CC=1)C1C=CC=CC=1)[CH:3]=[CH:4][C:5]1[CH:10]=[CH:9][CH:8]=[CH:7][CH:6]=1.CC([O-])(C)C.[K+].[Br:36][C:37]1[CH:38]=[C:39]([C:50]2[CH:57]=[CH:56][C:53]([CH:54]=O)=[CH:52][CH:51]=2)[S:40][C:41]=1[C:42]1[CH:47]=[CH:46][C:45]([O:48][CH3:49])=[CH:44][CH:43]=1.O. The product is [Br:36][C:37]1[CH:38]=[C:39]([C:50]2[CH:51]=[CH:52][C:53](/[CH:54]=[CH:2]/[CH:3]=[CH:4]/[C:5]3[CH:6]=[CH:7][CH:8]=[CH:9][CH:10]=3)=[CH:56][CH:57]=2)[S:40][C:41]=1[C:42]1[CH:47]=[CH:46][C:45]([O:48][CH3:49])=[CH:44][CH:43]=1. (4) The reactants are [CH:1](=O)[C:2]1[CH:7]=[CH:6][C:5]([O:8][CH3:9])=[CH:4][CH:3]=1.[NH2:11][C:12]1[N:13]=[N:14][C:15]([CH3:18])=[CH:16][CH:17]=1.C(O[C:22](=[O:39])[C:23]([OH:38])=[CH:24][C:25](=[O:37])[C:26]1[CH:31]=[CH:30][C:29]([O:32][C:33]([F:36])([F:35])[F:34])=[CH:28][CH:27]=1)C. No catalyst specified. The product is [OH:38][C:23]1[C:22](=[O:39])[N:11]([C:12]2[N:13]=[N:14][C:15]([CH3:18])=[CH:16][CH:17]=2)[CH:1]([C:2]2[CH:7]=[CH:6][C:5]([O:8][CH3:9])=[CH:4][CH:3]=2)[C:24]=1[C:25](=[O:37])[C:26]1[CH:27]=[CH:28][C:29]([O:32][C:33]([F:34])([F:35])[F:36])=[CH:30][CH:31]=1. The yield is 0.230. (5) The reactants are [CH3:1][O:2][CH2:3][CH2:4][O:5][C:6]1[CH:11]=[C:10]([C:12]([O:14]C)=[O:13])[CH:9]=[CH:8][N:7]=1.[OH-].[Na+]. The catalyst is O1CCOCC1. The product is [CH3:1][O:2][CH2:3][CH2:4][O:5][C:6]1[CH:11]=[C:10]([C:12]([OH:14])=[O:13])[CH:9]=[CH:8][N:7]=1. The yield is 0.870. (6) The reactants are [CH2:1]([NH:3][CH2:4][CH2:5][OH:6])[CH3:2].[N+:7]([O-:10])([OH:9])=[O:8].CC(OC(C)=O)=O. The catalyst is CCOC(C)=O.CCCCCC. The product is [N+:7]([O-:10])([O-:9])=[O:8].[CH2:1]([NH2+:3][CH2:4][CH2:5][O:6][N+:7]([O-:9])=[O:8])[CH3:2]. The yield is 0.760. (7) The reactants are [Cl:1][C:2]1[CH:43]=[CH:42][C:5]([CH2:6][C:7]2[N:8]=[C:9]([C:25]3[C:26]([CH3:41])=[N:27][N:28]4[CH:33]=[CH:32][C:31]([CH:34](OCC)[O:35]CC)=[CH:30][C:29]=34)[S:10][C:11]=2[C:12]2[N:16]=[CH:15][N:14](COCC[Si](C)(C)C)[N:13]=2)=[CH:4][CH:3]=1.Cl.C(O)(=O)C.C([O-])(O)=O.[Na+]. The catalyst is O1CCOCC1.O. The product is [Cl:1][C:2]1[CH:3]=[CH:4][C:5]([CH2:6][C:7]2[N:8]=[C:9]([C:25]3[C:26]([CH3:41])=[N:27][N:28]4[CH:33]=[CH:32][C:31]([CH:34]=[O:35])=[CH:30][C:29]=34)[S:10][C:11]=2[C:12]2[NH:16][CH:15]=[N:14][N:13]=2)=[CH:42][CH:43]=1. The yield is 0.972.